Dataset: Full USPTO retrosynthesis dataset with 1.9M reactions from patents (1976-2016). Task: Predict the reactants needed to synthesize the given product. (1) Given the product [N+:39]([C:36]1[CH:35]=[CH:34][C:33]([CH2:32][N:30]2[CH2:31][CH2:26][N:27]([C:42]([O:44][C:45]([CH3:48])([CH3:47])[CH3:46])=[O:43])[CH2:28][CH2:29]2)=[CH:38][CH:37]=1)([O-:41])=[O:40], predict the reactants needed to synthesize it. The reactants are: [N+](C1C=CC(C=O)=CC=1)([O-])=O.N1(C(OC(C)(C)C)=O)CCNCC1.C[C@H:26]1[CH2:31][N:30]([CH2:32][C:33]2[CH:38]=[CH:37][C:36]([N+:39]([O-:41])=[O:40])=[CH:35][CH:34]=2)[CH2:29][CH2:28][N:27]1[C:42]([O:44][C:45]([CH3:48])([CH3:47])[CH3:46])=[O:43]. (2) Given the product [O:20]1[C:15]2[CH:14]=[CH:19][CH:18]=[CH:12][C:11]=2[N:10]=[C:9]1[NH2:8], predict the reactants needed to synthesize it. The reactants are: [N:8]1(C([N:8]2[CH:12]=[CH:11][N:10]=[CH:9]2)=N)[CH:12]=[CH:11][N:10]=[CH:9]1.N[C:14]1[CH:19]=[CH:18]C=C[C:15]=1[OH:20].